Dataset: Full USPTO retrosynthesis dataset with 1.9M reactions from patents (1976-2016). Task: Predict the reactants needed to synthesize the given product. (1) Given the product [O:27]1[C:23]2[CH:22]=[CH:21][C:20]([C:18](=[O:19])[CH2:17][CH2:16][C:15]([NH:14][C:4]3[CH:3]=[C:2]([C:64]4[CH:65]=[CH:66][CH:67]=[CH:68][C:63]=4[CH2:62][OH:61])[CH:7]=[C:6]([C:8]4[CH:13]=[CH:12][CH:11]=[CH:10][CH:9]=4)[N:5]=3)=[O:29])=[CH:28][C:24]=2[CH2:25][CH2:26]1, predict the reactants needed to synthesize it. The reactants are: Cl[C:2]1[CH:7]=[C:6]([C:8]2[CH:13]=[CH:12][CH:11]=[CH:10][CH:9]=2)[N:5]=[C:4]([NH:14][C:15](=[O:29])[CH2:16][CH2:17][C:18]([C:20]2[CH:21]=[CH:22][C:23]3[O:27][CH2:26][CH2:25][C:24]=3[CH:28]=2)=[O:19])[CH:3]=1.C1(C2C=CC=CC=2)C=CC=CC=1P(C1CCCCC1)C1CCCCC1.C(=O)([O-])[O-].[K+].[K+].[OH:61][CH2:62][C:63]1[CH:68]=[CH:67][CH:66]=[CH:65][C:64]=1B(O)O. (2) Given the product [Br:1][C:2]1[S:6][C:5]([C:7]2[CH2:12][CH:11]([CH2:10][OH:13])[O:9][N:8]=2)=[CH:4][CH:3]=1, predict the reactants needed to synthesize it. The reactants are: [Br:1][C:2]1[S:6][C:5]([CH:7]=[N:8][OH:9])=[CH:4][CH:3]=1.[CH2:10]([OH:13])[CH:11]=[CH2:12]. (3) Given the product [CH2:31]([N:38]1[CH:6]=[C:5]([C:15]2[C:23]3[C:18](=[N:19][CH:20]=[CH:21][CH:22]=3)[N:17]([C:24]([O:26][C:27]([CH3:30])([CH3:29])[CH3:28])=[O:25])[CH:16]=2)[N:40]=[N:39]1)[C:32]1[CH:37]=[CH:36][CH:35]=[CH:34][CH:33]=1, predict the reactants needed to synthesize it. The reactants are: C[Si]([C:5]#[CH:6])(C)C.C(N(CC)CC)C.I[C:15]1[C:23]2[C:18](=[N:19][CH:20]=[CH:21][CH:22]=2)[N:17]([C:24]([O:26][C:27]([CH3:30])([CH3:29])[CH3:28])=[O:25])[CH:16]=1.[CH2:31]([N:38]=[N+:39]=[N-:40])[C:32]1[CH:37]=[CH:36][CH:35]=[CH:34][CH:33]=1.